Dataset: Peptide-MHC class I binding affinity with 185,985 pairs from IEDB/IMGT. Task: Regression. Given a peptide amino acid sequence and an MHC pseudo amino acid sequence, predict their binding affinity value. This is MHC class I binding data. The peptide sequence is KLNVGDYFV. The MHC is HLA-A02:01 with pseudo-sequence HLA-A02:01. The binding affinity (normalized) is 0.952.